This data is from Full USPTO retrosynthesis dataset with 1.9M reactions from patents (1976-2016). The task is: Predict the reactants needed to synthesize the given product. (1) Given the product [CH2:1]([O:4][C:5]1[CH:14]=[C:13]2[C:8]([CH:9]=[CH:10][C:11](=[S:25])[O:12]2)=[CH:7][CH:6]=1)[C:2]#[CH:3], predict the reactants needed to synthesize it. The reactants are: [CH2:1]([O:4][C:5]1[CH:14]=[C:13]2[C:8]([CH:9]=[CH:10][C:11](=O)[O:12]2)=[CH:7][CH:6]=1)[C:2]#[CH:3].COC1C=CC(P2(SP(C3C=CC(OC)=CC=3)(=S)S2)=[S:25])=CC=1. (2) Given the product [CH3:2][O:3][C:4]1[C:12]2[O:11][C:10]([CH3:14])([CH3:13])[CH2:9][C:8]=2[C:7]([C:15]2[C:16]([CH3:28])([CH3:27])[C:17](=[O:26])[N:18]([CH:20]3[CH2:25][CH2:24][N:23]([S:39]([C:30]4[CH:31]=[CH:32][C:33]5[C:38](=[CH:37][CH:36]=[CH:35][CH:34]=5)[CH:29]=4)(=[O:41])=[O:40])[CH2:22][CH2:21]3)[N:19]=2)=[CH:6][CH:5]=1, predict the reactants needed to synthesize it. The reactants are: Cl.[CH3:2][O:3][C:4]1[C:12]2[O:11][C:10]([CH3:14])([CH3:13])[CH2:9][C:8]=2[C:7]([C:15]2[C:16]([CH3:28])([CH3:27])[C:17](=[O:26])[N:18]([CH:20]3[CH2:25][CH2:24][NH:23][CH2:22][CH2:21]3)[N:19]=2)=[CH:6][CH:5]=1.[CH:29]1[C:38]2[C:33](=[CH:34][CH:35]=[CH:36][CH:37]=2)[CH:32]=[CH:31][C:30]=1[S:39](Cl)(=[O:41])=[O:40].